This data is from Catalyst prediction with 721,799 reactions and 888 catalyst types from USPTO. The task is: Predict which catalyst facilitates the given reaction. (1) Reactant: [CH2:1]([O:3][CH:4]([N:9]1[C:13]2[CH:14]=[CH:15][CH:16]=[CH:17][C:12]=2[N:11]([CH2:18][C:19]2[C:20]3[C:27]([CH3:28])=[CH:26][CH:25]=[CH:24][C:21]=3[S:22][CH:23]=2)[C:10]1=[O:29])[CH2:5][C:6](O)=[O:7])[CH3:2].C(N1C=CN=C1)(N1C=CN=C1)=O.[C:42]1([S:48]([NH2:51])(=[O:50])=[O:49])[CH:47]=[CH:46][CH:45]=[CH:44][CH:43]=1.N12CCCN=C1CCCCC2.Cl. Product: [CH2:1]([O:3][CH:4]([N:9]1[C:13]2[CH:14]=[CH:15][CH:16]=[CH:17][C:12]=2[N:11]([CH2:18][C:19]2[C:20]3[C:27]([CH3:28])=[CH:26][CH:25]=[CH:24][C:21]=3[S:22][CH:23]=2)[C:10]1=[O:29])[CH2:5][C:6]([NH:51][S:48]([C:42]1[CH:47]=[CH:46][CH:45]=[CH:44][CH:43]=1)(=[O:50])=[O:49])=[O:7])[CH3:2]. The catalyst class is: 20. (2) Reactant: [NH2:1][CH2:2][CH2:3][C:4]([OH:6])=[O:5].C(#N)C.[C:10](OC(=O)C)(=[O:12])[CH3:11]. Product: [C:10]([NH:1][CH2:2][CH2:3][C:4]([OH:6])=[O:5])(=[O:12])[CH3:11]. The catalyst class is: 250. (3) Reactant: [O:1]=[S:2](Cl)Cl.[Cl:5][C:6]1[CH:7]=[C:8]([CH2:13][C@H:14]([NH:17][C:18](=[O:24])[O:19][C:20]([CH3:23])([CH3:22])[CH3:21])[CH2:15][OH:16])[CH:9]=[N:10][C:11]=1[F:12].N1C=CC=CC=1. Product: [Cl:5][C:6]1[CH:7]=[C:8]([CH2:13][C@H:14]2[CH2:15][O:16][S:2](=[O:1])[N:17]2[C:18]([O:19][C:20]([CH3:23])([CH3:22])[CH3:21])=[O:24])[CH:9]=[N:10][C:11]=1[F:12]. The catalyst class is: 10. (4) Reactant: [C:1]1([C:7]2[CH:8]=[C:9]([C:12]([O:14]CC)=[O:13])[NH:10][CH:11]=2)[CH:6]=[CH:5][CH:4]=[CH:3][CH:2]=1.[OH-].[Na+]. Product: [C:1]1([C:7]2[CH:8]=[C:9]([C:12]([OH:14])=[O:13])[NH:10][CH:11]=2)[CH:2]=[CH:3][CH:4]=[CH:5][CH:6]=1. The catalyst class is: 8.